Dataset: Human liver microsome stability data. Task: Regression/Classification. Given a drug SMILES string, predict its absorption, distribution, metabolism, or excretion properties. Task type varies by dataset: regression for continuous measurements (e.g., permeability, clearance, half-life) or binary classification for categorical outcomes (e.g., BBB penetration, CYP inhibition). Dataset: hlm. (1) The result is 0 (unstable in human liver microsomes). The molecule is Oc1c2cc(Nc3cccc(OC(F)(F)F)c3)ccc2nc2cc(Cl)cc(Cl)c12. (2) The compound is O=C(C=Cc1cc(Cl)ccc1-n1cnnn1)N[C@@H](Cc1ccccc1)C(=O)Nc1ccc(-n2cnnn2)cc1. The result is 0 (unstable in human liver microsomes). (3) The compound is O=C(Nc1ccn(-c2c[nH]c(C(O)c3cccc(C(F)(F)F)c3)n2)c(=O)c1)c1cscn1. The result is 0 (unstable in human liver microsomes). (4) The molecule is Cc1cc(Nc2ccc(C(F)(F)F)c(F)c2)n2ncnc2n1. The result is 0 (unstable in human liver microsomes).